Dataset: Full USPTO retrosynthesis dataset with 1.9M reactions from patents (1976-2016). Task: Predict the reactants needed to synthesize the given product. (1) Given the product [CH3:1][O:2][C:3]1[CH:4]=[C:5]2[C:9](=[CH:10][C:11]=1[C:12]([F:15])([F:13])[F:14])[NH:8][CH:7]=[C:6]2[CH3:19], predict the reactants needed to synthesize it. The reactants are: [CH3:1][O:2][C:3]1[CH:4]=[C:5]2[C:9](=[CH:10][C:11]=1[C:12]([F:15])([F:14])[F:13])[NH:8][C:7](C(O)=O)=[C:6]2[CH3:19].Cl. (2) Given the product [Si:10]([O:17][CH:18]1[CH2:19][N:20]([CH2:22][C@H:23]([O:28][C:29]2[N:34]=[CH:33][N:32]=[C:31]3[N:35]([C:38]4[C:39]([Cl:45])=[CH:40][CH:41]=[CH:42][C:43]=4[Cl:44])[N:36]=[CH:37][C:30]=23)[C:24]([NH:1][C:2]2[CH:9]=[CH:8][C:5]([C:6]#[N:7])=[CH:4][N:3]=2)=[O:25])[CH2:21]1)([C:13]([CH3:15])([CH3:16])[CH3:14])([CH3:11])[CH3:12], predict the reactants needed to synthesize it. The reactants are: [NH2:1][C:2]1[CH:9]=[CH:8][C:5]([C:6]#[N:7])=[CH:4][N:3]=1.[Si:10]([O:17][CH:18]1[CH2:21][N:20]([CH2:22][C@H:23]([O:28][C:29]2[N:34]=[CH:33][N:32]=[C:31]3[N:35]([C:38]4[C:43]([Cl:44])=[CH:42][CH:41]=[CH:40][C:39]=4[Cl:45])[N:36]=[CH:37][C:30]=23)[C:24](OC)=[O:25])[CH2:19]1)([C:13]([CH3:16])([CH3:15])[CH3:14])([CH3:12])[CH3:11].